From a dataset of Catalyst prediction with 721,799 reactions and 888 catalyst types from USPTO. Predict which catalyst facilitates the given reaction. (1) Reactant: [C:1]([NH:4][C:5]1[CH:10]=[CH:9][C:8]([CH2:11][C:12]([OH:14])=O)=[CH:7][CH:6]=1)(=[O:3])[CH3:2].C(O[C:19](=O)[CH3:20])(=O)C.[C:22](=[O:24])=O. Product: [O:24]=[C:22]1[C:19]2[C:20](=[CH:10][CH:5]=[CH:6][CH:7]=2)[C:12](=[O:14])[CH:11]1[C:8]1[CH:7]=[CH:6][C:5]([NH:4][C:1](=[O:3])[CH3:2])=[CH:10][CH:9]=1. The catalyst class is: 66. (2) Reactant: [NH2:1][C:2]1[CH:7]=[CH:6][C:5]([CH:8]2[C:17]([CH3:19])([CH3:18])[CH2:16][C:15]3[C:10](=[CH:11][CH:12]=[C:13]([C:20]([O:22][CH3:23])=[O:21])[CH:14]=3)[NH:9]2)=[CH:4][CH:3]=1.[C:24]1([C:30](O)=[O:31])[CH2:29][CH2:28][CH2:27][CH2:26][CH:25]=1.C(N(CC)C(C)C)(C)C.P(Cl)(Cl)(Cl)=O. Product: [C:24]1([C:30]([NH:1][C:2]2[CH:3]=[CH:4][C:5]([CH:8]3[C:17]([CH3:18])([CH3:19])[CH2:16][C:15]4[C:10](=[CH:11][CH:12]=[C:13]([C:20]([O:22][CH3:23])=[O:21])[CH:14]=4)[NH:9]3)=[CH:6][CH:7]=2)=[O:31])[CH2:29][CH2:28][CH2:27][CH2:26][CH:25]=1. The catalyst class is: 4. (3) Reactant: [NH2:1][C:2]1[CH:3]=[C:4]2[C:8](=[CH:9][CH:10]=1)[N:7]([CH2:11][C:12]1[CH:13]=[N:14][CH:15]=[CH:16][CH:17]=1)[CH:6]=[CH:5]2.[C:18]([N:25]1[CH:29]=[CH:28]N=[CH:26]1)(N1C=CN=C1)=[O:19].[CH3:30][O:31][C:32]1[CH:33]=[C:34]2C(=[CH:39][C:40]=1[C:41]([F:44])([F:43])[F:42])NCC2.O. Product: [N:14]1[CH:15]=[CH:16][CH:17]=[C:12]([CH2:11][N:7]2[C:8]3[C:4](=[CH:3][C:2]([NH:1][C:18]([N:25]4[C:26]5[C:34](=[CH:33][C:32]([O:31][CH3:30])=[C:40]([C:41]([F:43])([F:44])[F:42])[CH:39]=5)[CH2:28][CH2:29]4)=[O:19])=[CH:10][CH:9]=3)[CH:5]=[CH:6]2)[CH:13]=1. The catalyst class is: 120. (4) The catalyst class is: 5. Reactant: [Br:1][C:2]1[CH:26]=[CH:25][C:5]([C:6]([CH:8]2[C:12](=[O:13])[NH:11][C:10]([C:14]3[CH:19]=[CH:18][CH:17]=[CH:16][CH:15]=3)=[C:9]2[C:20](OCC)=[O:21])=[O:7])=[CH:4][CH:3]=1. Product: [Br:1][C:2]1[CH:3]=[CH:4][C:5]([C:6]2[O:7][C:20](=[O:21])[C:9]3[C:8]=2[C:12](=[O:13])[NH:11][C:10]=3[C:14]2[CH:15]=[CH:16][CH:17]=[CH:18][CH:19]=2)=[CH:25][CH:26]=1. (5) Reactant: [F:1][C:2]([F:20])([F:19])[C:3]1[CH:4]=[CH:5][C:6]([O:9][C:10]2[CH:15]=[CH:14][C:13]([CH2:16][C:17]#[N:18])=[CH:12][CH:11]=2)=[N:7][CH:8]=1.N.[H][H]. Product: [F:19][C:2]([F:1])([F:20])[C:3]1[CH:4]=[CH:5][C:6]([O:9][C:10]2[CH:15]=[CH:14][C:13]([CH2:16][CH2:17][NH2:18])=[CH:12][CH:11]=2)=[N:7][CH:8]=1. The catalyst class is: 470. (6) The catalyst class is: 86. Reactant: [CH3:1][O:2][C:3]1[C:8]([C:9]2[CH:14]=[CH:13][CH:12]=[CH:11][CH:10]=2)=[CH:7][C:6](N)=[CH:5][CH:4]=1.S(=O)(=O)(O)[OH:17].N([O-])=O.[Na+]. Product: [CH3:1][O:2][C:3]1[C:8]([C:9]2[CH:14]=[CH:13][CH:12]=[CH:11][CH:10]=2)=[CH:7][C:6]([OH:17])=[CH:5][CH:4]=1. (7) Reactant: Cl.[NH2:2][C:3]1[CH:8]=[CH:7][CH:6]=[CH:5][CH:4]=1.[C:9](Cl)(=[O:13])[C:10]([Cl:12])=[O:11]. Product: [O:13]=[C:9]([NH:2][C:3]1[CH:8]=[CH:7][CH:6]=[CH:5][CH:4]=1)[C:10]([Cl:12])=[O:11]. The catalyst class is: 48.